From a dataset of Catalyst prediction with 721,799 reactions and 888 catalyst types from USPTO. Predict which catalyst facilitates the given reaction. Reactant: [NH2:1][C:2]1[C:7]([C:8]([F:11])([F:10])[F:9])=[CH:6][CH:5]=[CH:4][C:3]=1[C:12]([C:14]1[CH:19]=[CH:18][CH:17]=[CH:16][CH:15]=1)=O.[CH2:20](OCC)[CH3:21].[C:25]1([Mg]CC)[CH:30]=[CH:29][CH:28]=[CH:27][CH:26]=1.[Cl-]. Product: [C:14]1([C:12]([C:3]2[CH:4]=[CH:5][CH:6]=[C:7]([C:8]([F:11])([F:10])[F:9])[C:2]=2[NH2:1])=[CH:20][CH2:21][C:25]2[CH:26]=[CH:27][CH:28]=[CH:29][CH:30]=2)[CH:19]=[CH:18][CH:17]=[CH:16][CH:15]=1. The catalyst class is: 6.